Dataset: Forward reaction prediction with 1.9M reactions from USPTO patents (1976-2016). Task: Predict the product of the given reaction. (1) Given the reactants [CH2:1]([C@@:5]1([C:34]([OH:36])=[O:35])[CH2:9][C@H:8]([CH2:10][O:11][CH2:12][CH:13]=[CH2:14])[C@H:7]([C:15]2[S:16][CH:17]=[CH:18][N:19]=2)[N:6]1[C:20](=[O:33])[C:21]1[CH:26]=[CH:25][C:24]([C:27]([CH3:30])([CH3:29])[CH3:28])=[C:23]([O:31][CH3:32])[CH:22]=1)[CH:2]([CH3:4])[CH3:3].[H][H], predict the reaction product. The product is: [CH2:1]([C@@:5]1([C:34]([OH:36])=[O:35])[CH2:9][C@H:8]([CH2:10][O:11][CH2:12][CH2:13][CH3:14])[C@H:7]([C:15]2[S:16][CH:17]=[CH:18][N:19]=2)[N:6]1[C:20](=[O:33])[C:21]1[CH:26]=[CH:25][C:24]([C:27]([CH3:28])([CH3:30])[CH3:29])=[C:23]([O:31][CH3:32])[CH:22]=1)[CH:2]([CH3:4])[CH3:3]. (2) Given the reactants [C:1]([C:3]1[CH:8]=[CH:7][C:6]([C:9]2[CH:14]=[CH:13][C:12]([NH:15][S:16]([CH2:19][CH3:20])(=[O:18])=[O:17])=[CH:11][CH:10]=2)=[CH:5][CH:4]=1)#[N:2].Cl.[N:22]1[CH:27]=[CH:26][CH:25]=[C:24]([CH2:28]Cl)[CH:23]=1.C(=O)([O-])[O-].[Cs+].[Cs+], predict the reaction product. The product is: [C:1]([C:3]1[CH:4]=[CH:5][C:6]([C:9]2[CH:14]=[CH:13][C:12]([N:15]([CH2:28][C:24]3[CH:23]=[N:22][CH:27]=[CH:26][CH:25]=3)[S:16]([CH2:19][CH3:20])(=[O:18])=[O:17])=[CH:11][CH:10]=2)=[CH:7][CH:8]=1)#[N:2].